This data is from Catalyst prediction with 721,799 reactions and 888 catalyst types from USPTO. The task is: Predict which catalyst facilitates the given reaction. (1) Reactant: [C:1]([O:5][C:6]([NH:8][CH2:9][CH2:10][O:11][C:12]1[CH:13]=[C:14]([CH:19]=[CH:20][CH:21]=1)[C:15]([O:17]C)=[O:16])=[O:7])([CH3:4])([CH3:3])[CH3:2].[Li+].[OH-].C1COCC1.C([O-])([O-])=O.[K+].[K+]. Product: [C:1]([O:5][C:6]([NH:8][CH2:9][CH2:10][O:11][C:12]1[CH:13]=[C:14]([CH:19]=[CH:20][CH:21]=1)[C:15]([OH:17])=[O:16])=[O:7])([CH3:4])([CH3:2])[CH3:3]. The catalyst class is: 5. (2) Reactant: Cl[C:2]1[CH:11]=[CH:10][N:9]=[C:8]2[C:3]=1[CH:4]=[C:5]([C:13]([NH:15][CH2:16][C:17]1[CH:22]=[CH:21][CH:20]=[C:19]([C:23]([F:26])([F:25])[F:24])[CH:18]=1)=[O:14])[C:6]([CH3:12])=[N:7]2.[CH3:27][O-:28].[Na+]. Product: [CH3:27][O:28][C:2]1[CH:11]=[CH:10][N:9]=[C:8]2[C:3]=1[CH:4]=[C:5]([C:13]([NH:15][CH2:16][C:17]1[CH:22]=[CH:21][CH:20]=[C:19]([C:23]([F:26])([F:25])[F:24])[CH:18]=1)=[O:14])[C:6]([CH3:12])=[N:7]2. The catalyst class is: 5. (3) Reactant: O=[C:2]1[CH:6]([C:7]([O:9]CC)=[O:8])[CH2:5][CH2:4][NH:3]1.F[B-](F)(F)F.C[O+](C)C.[C:21]([NH:24][NH2:25])(=O)[CH3:22]. Product: [CH3:22][C:21]1[N:3]2[CH2:4][CH2:5][CH:6]([C:7]([OH:9])=[O:8])[C:2]2=[N:25][N:24]=1. The catalyst class is: 4. (4) Reactant: [Li]CCCC.Br[C:7]1[CH:12]=[CH:11][C:10]([O:13][CH3:14])=[C:9]([F:15])[C:8]=1[F:16].[Br:17][C:18]1[C:19](=O)[CH:20]2[CH:24]([C:25]=1[O:26]CC(C)C)[CH2:23][CH2:22][CH2:21]2. Product: [Br:17][C:18]1[C:25](=[O:26])[CH:24]2[CH:20]([C:19]=1[C:7]1[CH:12]=[CH:11][C:10]([O:13][CH3:14])=[C:9]([F:15])[C:8]=1[F:16])[CH2:21][CH2:22][CH2:23]2. The catalyst class is: 28. (5) Reactant: C([N:8]1[CH2:13][CH2:12][CH:11]([N:14]2[CH2:19][CH2:18][CH:17]([N:20]([CH2:28][C:29]([O:31][CH2:32][CH3:33])=[O:30])[C:21]([O:23][C:24]([CH3:27])([CH3:26])[CH3:25])=[O:22])[CH2:16][CH2:15]2)[CH2:10][CH2:9]1)C1C=CC=CC=1.[H][H]. Product: [N:14]1([CH:11]2[CH2:12][CH2:13][NH:8][CH2:9][CH2:10]2)[CH2:15][CH2:16][CH:17]([N:20]([CH2:28][C:29]([O:31][CH2:32][CH3:33])=[O:30])[C:21]([O:23][C:24]([CH3:27])([CH3:25])[CH3:26])=[O:22])[CH2:18][CH2:19]1. The catalyst class is: 50. (6) Reactant: [Cl:1][C:2]1[C:11]([C@H:12](O)[CH3:13])=[CH:10][C:9]2[C:4](=[CH:5][C:6]([F:15])=[CH:7][CH:8]=2)[N:3]=1.[C:16]1(=[O:26])[NH:20][C:19](=[O:21])[C:18]2=[CH:22][CH:23]=[CH:24][CH:25]=[C:17]12.C1C=CC(P(C2C=CC=CC=2)C2C=CC=CC=2)=CC=1.CC(OC(/N=N/C(OC(C)C)=O)=O)C. Product: [Cl:1][C:2]1[C:11]([C@@H:12]([N:20]2[C:16](=[O:26])[C:17]3[C:18](=[CH:22][CH:23]=[CH:24][CH:25]=3)[C:19]2=[O:21])[CH3:13])=[CH:10][C:9]2[C:4](=[CH:5][C:6]([F:15])=[CH:7][CH:8]=2)[N:3]=1. The catalyst class is: 1. (7) Reactant: Cl[C:2](Cl)([O:4]C(=O)OC(Cl)(Cl)Cl)Cl.[C:13]1([CH2:19][CH2:20][CH2:21][CH2:22][O:23][CH2:24][CH2:25][CH2:26][CH2:27][CH2:28][CH2:29][NH2:30])[CH:18]=[CH:17][CH:16]=[CH:15][CH:14]=1.CCN(C(C)C)C(C)C. Product: [C:13]1([CH2:19][CH2:20][CH2:21][CH2:22][O:23][CH2:24][CH2:25][CH2:26][CH2:27][CH2:28][CH2:29][N:30]=[C:2]=[O:4])[CH:18]=[CH:17][CH:16]=[CH:15][CH:14]=1. The catalyst class is: 4. (8) Reactant: [C:1]([N:5]([C:18](=[O:36])[C:19]1[CH:24]=[CH:23][C:22]([CH:25]=O)=[C:21]([B:27]2OC(C)(C)C(C)(C)[O:28]2)[CH:20]=1)[NH:6][C:7](=[O:17])[C:8]1[CH:13]=[CH:12][CH:11]=[C:10]([O:14][CH3:15])[C:9]=1[CH3:16])([CH3:4])([CH3:3])[CH3:2].[NH2:37][NH2:38]. Product: [C:1]([N:5]([C:18]([C:19]1[CH:24]=[CH:23][C:22]2[CH:25]=[N:38][NH:37][B:27]([OH:28])[C:21]=2[CH:20]=1)=[O:36])[NH:6][C:7](=[O:17])[C:8]1[CH:13]=[CH:12][CH:11]=[C:10]([O:14][CH3:15])[C:9]=1[CH3:16])([CH3:4])([CH3:3])[CH3:2]. The catalyst class is: 14.